From a dataset of Forward reaction prediction with 1.9M reactions from USPTO patents (1976-2016). Predict the product of the given reaction. (1) Given the reactants [CH2:1]([C:8]1([C:12]2[CH:13]=[C:14]([CH:28]=[CH:29][CH:30]=2)[O:15][CH2:16][CH2:17][NH:18][S:19]([C:22]2[N:23]=[CH:24][N:25]([CH3:27])[CH:26]=2)(=[O:21])=[O:20])[CH2:11][NH:10][CH2:9]1)[C:2]1[CH:7]=[CH:6][CH:5]=[CH:4][CH:3]=1.C(NC(C)C)(C)C.[F:38][CH2:39][C:40](Cl)=[O:41], predict the reaction product. The product is: [CH2:1]([C:8]1([C:12]2[CH:13]=[C:14]([CH:28]=[CH:29][CH:30]=2)[O:15][CH2:16][CH2:17][NH:18][S:19]([C:22]2[N:23]=[CH:24][N:25]([CH3:27])[CH:26]=2)(=[O:21])=[O:20])[CH2:11][N:10]([C:40](=[O:41])[CH2:39][F:38])[CH2:9]1)[C:2]1[CH:7]=[CH:6][CH:5]=[CH:4][CH:3]=1. (2) Given the reactants [Br:1][C:2]1[CH:7]=[CH:6][C:5]([S:8]([C:11]2[N:12]=[N:13][C:14]([O:17]C)=[CH:15][CH:16]=2)(=[O:10])=[O:9])=[C:4]([F:19])[CH:3]=1.Cl, predict the reaction product. The product is: [Br:1][C:2]1[CH:7]=[CH:6][C:5]([S:8]([C:11]2[CH:16]=[CH:15][C:14](=[O:17])[NH:13][N:12]=2)(=[O:10])=[O:9])=[C:4]([F:19])[CH:3]=1. (3) Given the reactants C([N:8]1[CH2:13][CH2:12][N:11]([C:14]2[CH:21]=[CH:20][C:17]([C:18]#[N:19])=[C:16]([Cl:22])[CH:15]=2)[C:10]([CH3:24])([CH3:23])[CH2:9]1)C1C=CC=CC=1.ClC(OC(Cl)C)=O, predict the reaction product. The product is: [Cl:22][C:16]1[CH:15]=[C:14]([N:11]2[CH2:12][CH2:13][NH:8][CH2:9][C:10]2([CH3:24])[CH3:23])[CH:21]=[CH:20][C:17]=1[C:18]#[N:19]. (4) Given the reactants Br[C:2]1[CH:7]=[C:6]([C:8]2[N:9]([CH3:20])[CH:10]=[N:11][C:12]=2[C:13]2[CH:18]=[CH:17][C:16]([F:19])=[CH:15][CH:14]=2)[CH:5]=[CH:4][N:3]=1.C1(P(C2CCCCC2)C2C=CC=CC=2C2C=CC=CC=2)CCCCC1.[Li+].C[Si]([N-:51][Si](C)(C)C)(C)C.[NH4+].[Cl-], predict the reaction product. The product is: [F:19][C:16]1[CH:17]=[CH:18][C:13]([C:12]2[N:11]=[CH:10][N:9]([CH3:20])[C:8]=2[C:6]2[CH:5]=[CH:4][N:3]=[C:2]([NH2:51])[CH:7]=2)=[CH:14][CH:15]=1. (5) Given the reactants [CH2:1]([CH:8]1[C:17]2[C:12](=[CH:13][C:14]([O:20][CH3:21])=[C:15]([O:18][CH3:19])[CH:16]=2)[CH2:11][CH2:10][NH:9]1)[C:2]1[CH:7]=[CH:6][CH:5]=[CH:4][CH:3]=1.Br[CH2:23][C:24](Br)=[O:25].[NH2:27][CH:28]1[C:36]2[C:31](=[CH:32][CH:33]=[CH:34][CH:35]=2)[CH2:30][CH2:29]1, predict the reaction product. The product is: [CH2:1]([CH:8]1[C:17]2[C:12](=[CH:13][C:14]([O:20][CH3:21])=[C:15]([O:18][CH3:19])[CH:16]=2)[CH2:11][CH2:10][N:9]1[CH2:23][C:24]([NH:27][CH:28]1[C:36]2[C:31](=[CH:32][CH:33]=[CH:34][CH:35]=2)[CH2:30][CH2:29]1)=[O:25])[C:2]1[CH:3]=[CH:4][CH:5]=[CH:6][CH:7]=1. (6) Given the reactants CC(C)([O-])C.[K+].[F:7][C:8]1[CH:9]=[C:10]([C:16](=[O:18])[CH3:17])[CH:11]=[C:12]([F:15])[C:13]=1[F:14].[C:19](OCC)(=[O:25])[C:20]([O:22][CH2:23][CH3:24])=[O:21], predict the reaction product. The product is: [O:25]=[C:19]([CH2:17][C:16](=[O:18])[C:10]1[CH:9]=[C:8]([F:7])[C:13]([F:14])=[C:12]([F:15])[CH:11]=1)[C:20]([O:22][CH2:23][CH3:24])=[O:21]. (7) The product is: [Cl:16][C:1]([C:3]1[C:4](=[O:14])[NH:5][C:6]([CH3:13])=[N:7][C:8]=1[C:9]([F:12])([F:11])[F:10])=[CH2:2]. Given the reactants [C:1]([C:3]1[C:4]([O:14]C)=[N:5][C:6]([CH3:13])=[N:7][C:8]=1[C:9]([F:12])([F:11])[F:10])#[CH:2].[ClH:16], predict the reaction product. (8) The product is: [CH3:25][O:27][C:28](=[O:37])[C:29]1[C:34]([OH:35])=[CH:33][CH:32]=[C:31]([N:36]2[C:11]([CH3:12])=[CH:10][CH:9]=[C:8]2[C:6]2[CH:7]=[C:2]([Br:1])[CH:3]=[CH:4][C:5]=2[O:15][CH2:16][C:17]2[CH:22]=[CH:21][C:20]([F:23])=[CH:19][C:18]=2[F:24])[CH:30]=1. Given the reactants [Br:1][C:2]1[CH:3]=[CH:4][C:5]([O:15][CH2:16][C:17]2[CH:22]=[CH:21][C:20]([F:23])=[CH:19][C:18]=2[F:24])=[C:6]([C:8](=O)[CH2:9][CH2:10][C:11](=O)[CH3:12])[CH:7]=1.[CH2:25]([O:27][C:28](=[O:37])[C:29]1[C:34]([OH:35])=[CH:33][CH:32]=[C:31]([NH2:36])[CH:30]=1)C.CC1C=CC(S(O)(=O)=O)=CC=1, predict the reaction product. (9) Given the reactants Cl[C:2]1[N:7]=[CH:6][N:5]=[C:4]([N:8]2[C:12]3[CH:13]=[CH:14][CH:15]=[CH:16][C:11]=3[N:10]([CH2:17][C:18]([O:20][C:21]([CH3:24])([CH3:23])[CH3:22])=[O:19])[C:9]2=[O:25])[CH:3]=1.C(N(CC)CC)C, predict the reaction product. The product is: [O:25]=[C:9]1[N:10]([CH2:17][C:18]([O:20][C:21]([CH3:24])([CH3:23])[CH3:22])=[O:19])[C:11]2[CH:16]=[CH:15][CH:14]=[CH:13][C:12]=2[N:8]1[C:4]1[CH:3]=[CH:2][N:7]=[CH:6][N:5]=1. (10) Given the reactants [CH2:1]([O:8][C:9]1[C:14]([C:15](O)([CH3:17])[CH3:16])=[C:13]([O:19][CH3:20])[C:12]([O:21][C:22]2[C:30]([CH3:31])=[CH:29][C:28]([N:32]([CH2:40][C:41]3[CH:46]=[CH:45][CH:44]=[CH:43][CH:42]=3)[CH2:33][C:34]3[CH:39]=[CH:38][CH:37]=[CH:36][CH:35]=3)=[C:27]3[C:23]=2[CH2:24][CH2:25][CH2:26]3)=[CH:11][CH:10]=1)[C:2]1[CH:7]=[CH:6][CH:5]=[CH:4][CH:3]=1.Cl, predict the reaction product. The product is: [CH2:33]([N:32]([CH2:40][C:41]1[CH:42]=[CH:43][CH:44]=[CH:45][CH:46]=1)[C:28]1[CH:29]=[C:30]([CH3:31])[C:22]([O:21][C:12]2[CH:11]=[CH:10][C:9]([O:8][CH2:1][C:2]3[CH:3]=[CH:4][CH:5]=[CH:6][CH:7]=3)=[C:14]([C:15]([CH3:17])=[CH2:16])[C:13]=2[O:19][CH3:20])=[C:23]2[C:27]=1[CH2:26][CH2:25][CH2:24]2)[C:34]1[CH:39]=[CH:38][CH:37]=[CH:36][CH:35]=1.